This data is from Reaction yield outcomes from USPTO patents with 853,638 reactions. The task is: Predict the reaction yield, written as a fraction of the theoretical maximum amount of product (1.0 means a 100% yield; for example, 0.34 means a 34% yield). (1) The reactants are FC(F)(F)S(O[C:7]1[CH2:8][CH2:9][N:10]([C:13]([O:15][CH2:16][C:17]2[CH:22]=[CH:21][CH:20]=[CH:19][CH:18]=2)=[O:14])[CH2:11][CH:12]=1)(=O)=O.[C:25]([O:29][C:30]([NH:32][C:33]1[CH:38]=[CH:37][C:36](B2OC(C)(C)C(C)(C)O2)=[CH:35][C:34]=1[O:48][CH3:49])=[O:31])([CH3:28])([CH3:27])[CH3:26].C([O-])(O)=O.[Na+]. The catalyst is COCCOC.O.C1C=CC([P]([Pd]([P](C2C=CC=CC=2)(C2C=CC=CC=2)C2C=CC=CC=2)([P](C2C=CC=CC=2)(C2C=CC=CC=2)C2C=CC=CC=2)[P](C2C=CC=CC=2)(C2C=CC=CC=2)C2C=CC=CC=2)(C2C=CC=CC=2)C2C=CC=CC=2)=CC=1. The product is [CH3:49][O:48][C:34]1[CH:35]=[C:36]([C:7]2[CH2:8][CH2:9][N:10]([C:13]([O:15][CH2:16][C:17]3[CH:22]=[CH:21][CH:20]=[CH:19][CH:18]=3)=[O:14])[CH2:11][CH:12]=2)[CH:37]=[CH:38][C:33]=1[NH:32][C:30]([O:29][C:25]([CH3:28])([CH3:27])[CH3:26])=[O:31]. The yield is 0.950. (2) The catalyst is C1COCC1. The reactants are [H-].[Na+].[CH3:3][O:4][P:5]([CH2:9][C:10](=[O:12])[CH3:11])(=[O:8])[O:6][CH3:7].S([N:23]=[N+:24]=[N-])(C1C=CC(C)=CC=1)(=O)=O. The yield is 0.810. The product is [CH3:3][O:4][P:5]([C:9](=[N+:23]=[N-:24])[C:10](=[O:12])[CH3:11])(=[O:8])[O:6][CH3:7]. (3) The reactants are [C:1]([C:5]1[O:9][N:8]=[C:7]([NH2:10])[CH:6]=1)([CH3:4])([CH3:3])[CH3:2].CO.CN([CH:16]=[O:17])C. The catalyst is CCOC(C)=O. The product is [C:1]([C:5]1[O:9][N:8]([CH2:2][C@H:1]2[CH2:5][CH2:6][CH2:16][O:17]2)[C:7](=[NH:10])[CH:6]=1)([CH3:4])([CH3:3])[CH3:2]. The yield is 0.170. (4) The reactants are [F:1][C:2]([F:7])([F:6])[C:3]([OH:5])=[O:4].[F:8][C:9]([F:14])([F:13])[C:10]([OH:12])=[O:11].FC(F)(F)C(O)=O.[Cl:22][C:23]1[CH:24]=[N:25][C:26]2[NH:27][C:28]3[CH:29]=[N:30][CH:31]=[C:32]([CH:53]=3)[CH2:33][CH2:34][C:35]3[CH:43]=[C:39]([NH:40][C:41]=1[N:42]=2)[CH:38]=[CH:37][C:36]=3[O:44][CH2:45][CH2:46][CH:47]1[CH2:52][CH2:51][NH:50][CH2:49][CH2:48]1.[N:54]([C:57]1[S:58][CH:59]=[CH:60][CH:61]=1)=[C:55]=[O:56]. No catalyst specified. The product is [F:1][C:2]([F:7])([F:6])[C:3]([OH:5])=[O:4].[F:8][C:9]([F:14])([F:13])[C:10]([OH:12])=[O:11].[Cl:22][C:23]1[CH:24]=[N:25][C:26]2[NH:27][C:28]3[CH:29]=[N:30][CH:31]=[C:32]([CH:53]=3)[CH2:33][CH2:34][C:35]3[CH:43]=[C:39]([NH:40][C:41]=1[N:42]=2)[CH:38]=[CH:37][C:36]=3[O:44][CH2:45][CH2:46][CH:47]1[CH2:48][CH2:49][N:50]([C:55]([NH:54][C:57]2[S:58][CH:59]=[CH:60][CH:61]=2)=[O:56])[CH2:51][CH2:52]1. The yield is 0.200. (5) The catalyst is O1CCOCC1. The yield is 0.280. The reactants are [CH3:1][C:2]([CH3:21])([CH3:20])[O:3][C:4](=[O:19])[NH:5][CH2:6][C:7](=[O:18])[NH:8][C@H:9]([C:14](OC)=[O:15])[CH2:10][CH2:11][S:12][CH3:13].[NH2:22][OH:23]. The product is [OH:23][NH:22][C:14](=[O:15])[C@@H:9]([NH:8][C:7](=[O:18])[CH2:6][NH:5][C:4](=[O:19])[O:3][C:2]([CH3:21])([CH3:20])[CH3:1])[CH2:10][CH2:11][S:12][CH3:13]. (6) The yield is 0.530. The product is [Cl:1][C:2]1[C:10]2[N:9]=[C:8]([O:11][C:12]3[C:17]([CH3:18])=[CH:16][C:15]([Cl:19])=[CH:14][C:13]=3[Cl:20])[N:7]([CH3:21])[C:6]=2[C:5]([CH:22]([CH2:26][CH3:27])[CH2:23][CH:24]=[O:25])=[CH:4][CH:3]=1. The catalyst is ClCCl. The reactants are [Cl:1][C:2]1[C:10]2[N:9]=[C:8]([O:11][C:12]3[C:17]([CH3:18])=[CH:16][C:15]([Cl:19])=[CH:14][C:13]=3[Cl:20])[N:7]([CH3:21])[C:6]=2[C:5]([CH:22]([CH2:26][CH3:27])[CH2:23][CH2:24][OH:25])=[CH:4][CH:3]=1.CC(OI1(OC(C)=O)(OC(C)=O)OC(=O)C2C=CC=CC1=2)=O.C(=O)([O-])O.[Na+]. (7) The reactants are [NH2:1][C:2]1([C:8]([O:10][CH2:11][C:12]2[CH:17]=[CH:16][CH:15]=[CH:14][CH:13]=2)=[O:9])[CH2:7][CH2:6][CH2:5][CH2:4][CH2:3]1.[C:18](OC(OC(C)(C)C)=O)(OC(C)(C)C)=[O:19].[C:33]([O:37][C:38]([N:40]1[CH2:45][CH2:44][CH:43]([OH:46])[CH2:42][CH2:41]1)=[O:39])([CH3:36])([CH3:35])[CH3:34].C(N(CC)C(C)C)(C)C. The catalyst is CN(C)C1C=CN=CC=1.C(OCC)(=O)C.ClCCl. The product is [CH2:11]([O:10][C:8]([C:2]1([NH:1][C:18]([O:46][CH:43]2[CH2:44][CH2:45][N:40]([C:38]([O:37][C:33]([CH3:36])([CH3:34])[CH3:35])=[O:39])[CH2:41][CH2:42]2)=[O:19])[CH2:7][CH2:6][CH2:5][CH2:4][CH2:3]1)=[O:9])[C:12]1[CH:13]=[CH:14][CH:15]=[CH:16][CH:17]=1. The yield is 0.870. (8) The reactants are CO.[OH:3][CH2:4][CH2:5][NH:6][C:7]1[CH:13]=[CH:12][C:11]([C:14]2[O:15][C:16]3[CH:22]=[CH:21][CH:20]=[CH:19][C:17]=3[N:18]=2)=[CH:10][C:8]=1[NH2:9].Cl.[C:24](=N)(OC)[CH3:25]. The catalyst is O. The product is [O:15]1[C:16]2[CH:22]=[CH:21][CH:20]=[CH:19][C:17]=2[N:18]=[C:14]1[C:11]1[CH:12]=[CH:13][C:7]2[N:6]([CH2:5][CH2:4][OH:3])[C:24]([CH3:25])=[N:9][C:8]=2[CH:10]=1. The yield is 0.490. (9) The reactants are Cl[C:2]1[NH:3][C:4]([C:12]2[CH:17]=[CH:16][CH:15]=[CH:14][C:13]=2[F:18])=[CH:5][C:6]=1[C:7]([O:9][CH2:10][CH3:11])=[O:8]. The catalyst is C(O)C.[C].[Pd]. The product is [F:18][C:13]1[CH:14]=[CH:15][CH:16]=[CH:17][C:12]=1[C:4]1[NH:3][CH:2]=[C:6]([C:7]([O:9][CH2:10][CH3:11])=[O:8])[CH:5]=1. The yield is 0.180.